From a dataset of Reaction yield outcomes from USPTO patents with 853,638 reactions. Predict the reaction yield, written as a fraction of the theoretical maximum amount of product (1.0 means a 100% yield; for example, 0.34 means a 34% yield). (1) The product is [ClH:27].[CH3:1][O:2][C:3]1[CH:4]=[C:5]2[C:10](=[CH:11][C:12]=1[O:13][CH3:14])[N:9]=[CH:8][CH:7]=[C:6]2[O:15][C:16]1[CH:21]=[CH:20][C:19]([O:22][CH3:23])=[CH:18][C:17]=1[C:24](=[O:26])[CH3:25]. The yield is 0.100. The reactants are [CH3:1][O:2][C:3]1[CH:4]=[C:5]2[C:10](=[CH:11][C:12]=1[O:13][CH3:14])[N:9]=[CH:8][CH:7]=[C:6]2[O:15][C:16]1[CH:21]=[CH:20][C:19]([O:22][CH3:23])=[CH:18][C:17]=1[C:24](=[O:26])[CH3:25].[ClH:27].CO. No catalyst specified. (2) The reactants are Br[C:2]1[C:10]2[C:5](=[CH:6][CH:7]=[C:8]([N+:11]([O-:13])=[O:12])[CH:9]=2)[NH:4][CH:3]=1.[C:14]1(B(O)O)[CH:19]=[CH:18][CH:17]=[CH:16][CH:15]=1.C1(P(C2C=CC=CC=2)C2C=CC=CC=2)C=CC=CC=1.C(=O)([O-])[O-].[Na+].[Na+]. The catalyst is C(COC)OC.Cl.C([O-])(=O)C.[Pd+2].C([O-])(=O)C. The product is [C:14]1([C:2]2[C:10]3[C:5](=[CH:6][CH:7]=[C:8]([N+:11]([O-:13])=[O:12])[CH:9]=3)[NH:4][CH:3]=2)[CH:19]=[CH:18][CH:17]=[CH:16][CH:15]=1. The yield is 0.0900.